This data is from Catalyst prediction with 721,799 reactions and 888 catalyst types from USPTO. The task is: Predict which catalyst facilitates the given reaction. Reactant: C[O:2][C:3]1[CH:4]=[C:5]2[C:10](=[C:11]([N+:13]([O-:15])=[O:14])[CH:12]=1)[N:9]=[CH:8][CH:7]=[CH:6]2.[OH-].[Na+]. Product: [OH:2][C:3]1[CH:4]=[C:5]2[C:10](=[C:11]([N+:13]([O-:15])=[O:14])[CH:12]=1)[N:9]=[CH:8][CH:7]=[CH:6]2. The catalyst class is: 201.